Dataset: Catalyst prediction with 721,799 reactions and 888 catalyst types from USPTO. Task: Predict which catalyst facilitates the given reaction. (1) Reactant: [Si:1]([O:8][CH:9]1[CH2:18][C:17]2[C:12](=[CH:13][CH:14]=[CH:15][CH:16]=2)[N:11]([C:19]2[C:23]3[CH2:24][N:25]([C:28](=[O:30])[CH3:29])[CH2:26][CH2:27][C:22]=3[N:21]([C@H:31]3[CH2:35][CH2:34][O:33][CH2:32]3)[N:20]=2)[CH2:10]1)([C:4]([CH3:7])([CH3:6])[CH3:5])([CH3:3])[CH3:2].[Br:36]N1C(=O)CCC1=O.O. Product: [Br:36][C:15]1[CH:16]=[C:17]2[C:12](=[CH:13][CH:14]=1)[N:11]([C:19]1[C:23]3[CH2:24][N:25]([C:28](=[O:30])[CH3:29])[CH2:26][CH2:27][C:22]=3[N:21]([C@H:31]3[CH2:35][CH2:34][O:33][CH2:32]3)[N:20]=1)[CH2:10][CH:9]([O:8][Si:1]([C:4]([CH3:6])([CH3:7])[CH3:5])([CH3:2])[CH3:3])[CH2:18]2. The catalyst class is: 2. (2) Reactant: C(O)(C(F)(F)F)=O.[NH:8]1[C:12]2[CH:13]=[CH:14][CH:15]=[CH:16][C:11]=2[N:10]=[C:9]1[C:17]1[C:25]2[C:20](=[CH:21][CH:22]=[C:23]([NH:26][C:27](=[O:35])[C:28]3[CH:33]=[CH:32][CH:31]=[C:30]([F:34])[CH:29]=3)[CH:24]=2)[N:19](C2CCCCO2)[N:18]=1. Product: [NH:10]1[C:11]2[CH:16]=[CH:15][CH:14]=[CH:13][C:12]=2[N:8]=[C:9]1[C:17]1[C:25]2[C:20](=[CH:21][CH:22]=[C:23]([NH:26][C:27](=[O:35])[C:28]3[CH:33]=[CH:32][CH:31]=[C:30]([F:34])[CH:29]=3)[CH:24]=2)[NH:19][N:18]=1. The catalyst class is: 2. (3) Reactant: Cl.[NH2:2][C:3]1[CH:7]=[CH:6][NH:5][C:4]=1[C:8]([O:10][CH2:11][CH3:12])=[O:9].CCN(C(C)C)C(C)C.[Cl:22][C:23]1[CH:24]=[CH:25][C:26]([CH:47]=O)=[C:27]([C@H:29]([N:32]([C:40]([O:42][C:43]([CH3:46])([CH3:45])[CH3:44])=[O:41])[C:33]([O:35][C:36]([CH3:39])([CH3:38])[CH3:37])=[O:34])[CH2:30][CH3:31])[CH:28]=1.CC(O)=O.[B-]C#N.[Na+]. Product: [C:43]([O:42][C:40]([N:32]([C:33]([O:35][C:36]([CH3:37])([CH3:39])[CH3:38])=[O:34])[C@@H:29]([C:27]1[CH:28]=[C:23]([Cl:22])[CH:24]=[CH:25][C:26]=1[CH2:47][NH:2][C:3]1[CH:7]=[CH:6][NH:5][C:4]=1[C:8]([O:10][CH2:11][CH3:12])=[O:9])[CH2:30][CH3:31])=[O:41])([CH3:46])([CH3:44])[CH3:45]. The catalyst class is: 88. (4) Reactant: I[C:2]1[C:3]2[O:11][N:10]=[C:9]([C:12]3[CH:17]=[CH:16][C:15]([O:18][C:19]4[CH:24]=[CH:23][CH:22]=[CH:21][CH:20]=4)=[CH:14][CH:13]=3)[C:4]=2[C:5]([NH2:8])=[N:6][CH:7]=1.C(OC(OCC)/C=C/B1OC(C)(C)[C:33]([CH3:39])([CH3:38])O1)C.C(=O)([O-])[O-].[Na+].[Na+]. Product: [CH2:5]([N:6]([CH2:7][CH3:2])[CH2:39]/[CH:33]=[CH:38]/[C:2]1[C:3]2[O:11][N:10]=[C:9]([C:12]3[CH:17]=[CH:16][C:15]([O:18][C:19]4[CH:24]=[CH:23][CH:22]=[CH:21][CH:20]=4)=[CH:14][CH:13]=3)[C:4]=2[C:5]([NH2:8])=[N:6][CH:7]=1)[CH3:4]. The catalyst class is: 149. (5) Reactant: [CH:1]1([CH2:7][CH:8]([OH:13])[CH2:9][CH2:10][CH:11]=[CH2:12])[CH2:6][CH2:5][CH2:4][CH2:3][CH2:2]1.C1C=C[NH+]=CC=1.[O-][Cr](Cl)(=O)=O.CCOCC. Product: [CH:1]1([CH2:7][C:8](=[O:13])[CH2:9][CH2:10][CH:11]=[CH2:12])[CH2:6][CH2:5][CH2:4][CH2:3][CH2:2]1. The catalyst class is: 2.